From a dataset of Catalyst prediction with 721,799 reactions and 888 catalyst types from USPTO. Predict which catalyst facilitates the given reaction. (1) Reactant: C([Li])CCC.[CH:6]([C:9]1[C:14]2[O:15][C:16]3[CH:21]=[CH:20][CH:19]=[CH:18][C:17]=3[C:13]=2[CH:12]=[CH:11][CH:10]=1)([CH3:8])[CH3:7].[B:22](OC)([O:25]C)[O:23]C.[NH4+].[OH-]. Product: [CH:6]([C:9]1[C:14]2[O:15][C:16]3[C:21]([B:22]([OH:25])[OH:23])=[CH:20][CH:19]=[CH:18][C:17]=3[C:13]=2[CH:12]=[CH:11][CH:10]=1)([CH3:8])[CH3:7]. The catalyst class is: 1. (2) Reactant: Cl[C:2]([O:4][CH:5]1[CH2:9][CH2:8][CH2:7][CH2:6]1)=[O:3].[CH3:10][O:11][C:12](=[O:33])[C:13]1[CH:18]=[CH:17][C:16]([CH2:19][C:20]2[C:28]3[C:23](=[CH:24][CH:25]=[C:26]([NH2:29])[CH:27]=3)[N:22]([CH3:30])[CH:21]=2)=[C:15]([O:31][CH3:32])[CH:14]=1.CN1CCOCC1.Cl. Product: [CH3:10][O:11][C:12](=[O:33])[C:13]1[CH:18]=[CH:17][C:16]([CH2:19][C:20]2[C:28]3[C:23](=[CH:24][CH:25]=[C:26]([NH:29][C:2]([O:4][CH:5]4[CH2:9][CH2:8][CH2:7][CH2:6]4)=[O:3])[CH:27]=3)[N:22]([CH3:30])[CH:21]=2)=[C:15]([O:31][CH3:32])[CH:14]=1. The catalyst class is: 96. (3) Reactant: [F:1][C:2]([F:44])([F:43])[CH2:3][CH2:4][C@@H:5]([C:20](=[O:42])[NH:21][C@@H:22]1[C:28](=[O:29])[NH:27][C:26]2[C:30]([CH3:34])=[CH:31][CH:32]=[CH:33][C:25]=2[C:24]([C:35]2[CH:40]=[CH:39][CH:38]=[C:37]([F:41])[CH:36]=2)=[N:23]1)[C@H:6]([CH2:14][CH2:15][C:16]([F:19])([F:18])[F:17])[C:7]([O:9]C(C)(C)C)=[O:8].C(O)(C(F)(F)F)=O. Product: [F:44][C:2]([F:1])([F:43])[CH2:3][CH2:4][C@@H:5]([C:20](=[O:42])[NH:21][C@@H:22]1[C:28](=[O:29])[NH:27][C:26]2[C:30]([CH3:34])=[CH:31][CH:32]=[CH:33][C:25]=2[C:24]([C:35]2[CH:40]=[CH:39][CH:38]=[C:37]([F:41])[CH:36]=2)=[N:23]1)[C@H:6]([CH2:14][CH2:15][C:16]([F:17])([F:18])[F:19])[C:7]([OH:9])=[O:8]. The catalyst class is: 2. (4) The catalyst class is: 253. Product: [CH3:1][O:2][C:3]1[CH:4]=[C:5]([CH:8]=[CH:9][C:10]=1[O:11][CH:34]1[CH2:35][CH2:36][O:31][CH2:32][CH2:33]1)[C:6]#[N:7]. Reactant: [CH3:1][O:2][C:3]1[CH:4]=[C:5]([CH:8]=[CH:9][C:10]=1[OH:11])[C:6]#[N:7].C1(P(C2C=CC=CC=2)C2C=CC=CC=2)C=CC=CC=1.[O:31]1[CH2:36][CH2:35][CH:34](O)[CH2:33][CH2:32]1.CC(OC(/N=N/C(OC(C)(C)C)=O)=O)(C)C. (5) Reactant: [C:1]1(=[O:7])[O:6][C:4](=[O:5])[CH2:3][CH2:2]1.[N+:8]([O:11][C@@H:12]([CH2:15][O:16][N+:17]([O-:19])=[O:18])[CH2:13][OH:14])([O-:10])=[O:9]. Product: [N+:8]([O:11][C@@H:12]([CH2:15][O:16][N+:17]([O-:19])=[O:18])[CH2:13][O:14][C:4]([CH2:3][CH2:2][C:1]([OH:6])=[O:7])=[O:5])([O-:10])=[O:9]. The catalyst class is: 251.